From a dataset of Catalyst prediction with 721,799 reactions and 888 catalyst types from USPTO. Predict which catalyst facilitates the given reaction. (1) Product: [F:29][C:30]([F:49])([F:48])[S:31]([O:19][C:12]1[CH:13]=[CH:14][CH:15]=[C:16]2[C:11]=1[N:10]=[C:9]([C:3]1[C:4]([F:8])=[CH:5][CH:6]=[CH:7][C:2]=1[F:1])[N:18]=[CH:17]2)(=[O:33])=[O:32]. Reactant: [F:1][C:2]1[CH:7]=[CH:6][CH:5]=[C:4]([F:8])[C:3]=1[C:9]1[N:18]=[CH:17][C:16]2[C:11](=[C:12]([OH:19])[CH:13]=[CH:14][CH:15]=2)[N:10]=1.CCN(C(C)C)C(C)C.[F:29][C:30]([F:49])([F:48])[S:31](N(C1C=CC=CC=1)[S:31]([C:30]([F:49])([F:48])[F:29])(=[O:33])=[O:32])(=[O:33])=[O:32]. The catalyst class is: 2. (2) The catalyst class is: 394. Product: [NH2:21][C:3]1[C:2]([F:1])=[C:11]([F:12])[C:10]([O:13][CH3:14])=[C:9]2[C:4]=1[C:5](=[O:20])[C:6]([C:15]([O:17][CH2:18][CH3:19])=[O:16])=[CH:7][NH:8]2. Reactant: [F:1][C:2]1[C:3]([N+:21]([O-])=O)=[C:4]2[C:9](=[C:10]([O:13][CH3:14])[C:11]=1[F:12])[NH:8][CH:7]=[C:6]([C:15]([O:17][CH2:18][CH3:19])=[O:16])[C:5]2=[O:20].